Dataset: Full USPTO retrosynthesis dataset with 1.9M reactions from patents (1976-2016). Task: Predict the reactants needed to synthesize the given product. Given the product [Cl:22][CH2:21][O:13][C:12](=[O:14])[C:11]([CH3:16])([CH3:15])[CH2:10][O:9][CH3:8], predict the reactants needed to synthesize it. The reactants are: P([O-])([O-])(O)=O.[K+].[K+].[CH3:8][O:9][CH2:10][C:11]([CH3:16])([CH3:15])[C:12]([OH:14])=[O:13].S(Cl)(O[CH2:21][Cl:22])(=O)=O.